Predict the reaction yield, written as a fraction of the theoretical maximum amount of product (1.0 means a 100% yield; for example, 0.34 means a 34% yield). From a dataset of Reaction yield outcomes from USPTO patents with 853,638 reactions. (1) The reactants are [Cl:1][C:2]1[C:7]([CH3:8])=[CH:6][C:5]([NH:9][CH:10]2[CH2:15][CH2:14][N:13]([C@H:16]3[CH2:21][CH2:20][C@H:19]([O:22][CH3:23])[CH2:18][CH2:17]3)[CH2:12][CH2:11]2)=[C:4]([N+:24]([O-])=O)[CH:3]=1.O.NN. The catalyst is C(O)C.[Ni]. The product is [NH2:24][C:4]1[CH:3]=[C:2]([Cl:1])[C:7]([CH3:8])=[CH:6][C:5]=1[NH:9][CH:10]1[CH2:11][CH2:12][N:13]([C@H:16]2[CH2:21][CH2:20][C@H:19]([O:22][CH3:23])[CH2:18][CH2:17]2)[CH2:14][CH2:15]1. The yield is 0.990. (2) The reactants are [Cl-].O[NH3+:3].[C:4](=[O:7])([O-])[OH:5].[Na+].CS(C)=O.[CH3:13][C:14]1[N:42]=[C:17]2[N:18]([CH3:41])[C:19](=[O:40])[C:20]([CH2:25][C:26]3[CH:31]=[CH:30][C:29]([C:32]4[C:33]([C:38]#[N:39])=[CH:34][CH:35]=[CH:36][CH:37]=4)=[CH:28][CH:27]=3)=[C:21]([CH2:22][CH2:23][CH3:24])[N:16]2[N:15]=1. The catalyst is C(OCC)(=O)C. The product is [CH3:13][C:14]1[N:42]=[C:17]2[N:18]([CH3:41])[C:19](=[O:40])[C:20]([CH2:25][C:26]3[CH:31]=[CH:30][C:29]([C:32]4[CH:37]=[CH:36][CH:35]=[CH:34][C:33]=4[C:38]4[NH:3][C:4](=[O:7])[O:5][N:39]=4)=[CH:28][CH:27]=3)=[C:21]([CH2:22][CH2:23][CH3:24])[N:16]2[N:15]=1. The yield is 0.530. (3) The reactants are [CH3:1][N:2]1[C:6]([C:7]2[CH:20]=[C:19]([N+:21]([O-])=O)[CH:18]=[CH:17][C:8]=2[O:9][CH2:10][C:11]2[CH:16]=[CH:15][CH:14]=[CH:13][N:12]=2)=[CH:5][CH:4]=[N:3]1. The catalyst is C1COCC1.[Cl-].[NH4+].[Zn]. The product is [CH3:1][N:2]1[C:6]([C:7]2[CH:20]=[C:19]([NH2:21])[CH:18]=[CH:17][C:8]=2[O:9][CH2:10][C:11]2[CH:16]=[CH:15][CH:14]=[CH:13][N:12]=2)=[CH:5][CH:4]=[N:3]1. The yield is 1.00. (4) The reactants are [H-].[Na+].[F:3][C:4]1[C:5]([CH2:16][N:17]([CH3:25])[C:18](=[O:24])[O:19][C:20]([CH3:23])([CH3:22])[CH3:21])=[CH:6][NH:7][C:8]=1[C:9]1[C:10]([F:15])=[N:11][CH:12]=[CH:13][CH:14]=1.C1OCCOCCOCCOCCOC1.Cl.[CH3:42][C:43]1[N:48]=[CH:47][C:46]([S:49](Cl)(=[O:51])=[O:50])=[CH:45][CH:44]=1. The catalyst is O1CCCC1.O. The product is [F:3][C:4]1[C:5]([CH2:16][N:17]([CH3:25])[C:18](=[O:24])[O:19][C:20]([CH3:21])([CH3:22])[CH3:23])=[CH:6][N:7]([S:49]([C:46]2[CH:47]=[N:48][C:43]([CH3:42])=[CH:44][CH:45]=2)(=[O:51])=[O:50])[C:8]=1[C:9]1[C:10]([F:15])=[N:11][CH:12]=[CH:13][CH:14]=1. The yield is 0.830. (5) The reactants are [CH3:1][S:2][C:3]1[CH:4]=[CH:5][C:6]([C:9]([OH:11])=O)=[N:7][CH:8]=1.C1N=CN(C(N2C=NC=C2)=O)C=1.Cl.[NH2:25][CH2:26][C:27]1[CH:28]=[C:29]2[C:33](=[CH:34][CH:35]=1)[C:32](=[O:36])[N:31]([C:37]1([CH3:45])[CH2:42][CH2:41][C:40](=[O:43])[NH:39][C:38]1=[O:44])[C:30]2=[O:46].CCOC(C)=O. The catalyst is CN(C)C=O. The product is [CH3:45][C:37]1([N:31]2[C:30](=[O:46])[C:29]3[C:33](=[CH:34][CH:35]=[C:27]([CH2:26][NH:25][C:9]([C:6]4[CH:5]=[CH:4][C:3]([S:2][CH3:1])=[CH:8][N:7]=4)=[O:11])[CH:28]=3)[C:32]2=[O:36])[CH2:42][CH2:41][C:40](=[O:43])[NH:39][C:38]1=[O:44]. The yield is 0.570. (6) The reactants are [Cl:1][C:2]1[CH:10]=[C:9]([O:11][CH3:12])[C:8]([O:13][CH2:14][CH3:15])=[CH:7][C:3]=1[C:4](O)=[O:5].C(Cl)(=O)C(Cl)=O.[NH3:22]. The catalyst is ClCCl.CN(C)C=O. The product is [Cl:1][C:2]1[CH:10]=[C:9]([O:11][CH3:12])[C:8]([O:13][CH2:14][CH3:15])=[CH:7][C:3]=1[C:4]([NH2:22])=[O:5]. The yield is 0.940. (7) The reactants are [CH3:1][Li].Cl[C:4]1[S:5][C:6]([CH:10]2[O:14][CH2:13][CH2:12][O:11]2)=[C:7]([Cl:9])[N:8]=1.IC. The catalyst is O1CCCC1. The product is [Cl:9][C:7]1[N:8]=[C:4]([CH3:1])[S:5][C:6]=1[CH:10]1[O:14][CH2:13][CH2:12][O:11]1. The yield is 0.920. (8) The reactants are [CH3:1][O:2][C:3]1[CH:11]=[CH:10][CH:9]=[C:8]2[C:4]=1[C:5]([NH2:12])=[N:6][NH:7]2.C(N(CC)CC)C.[C:20](O[C:20]([O:22][C:23]([CH3:26])([CH3:25])[CH3:24])=[O:21])([O:22][C:23]([CH3:26])([CH3:25])[CH3:24])=[O:21]. The catalyst is CN(C1C=CN=CC=1)C.C(Cl)Cl.[Cl-].[Na+].O. The product is [NH2:12][C:5]1[C:4]2[C:8](=[CH:9][CH:10]=[CH:11][C:3]=2[O:2][CH3:1])[N:7]([C:20]([O:22][C:23]([CH3:26])([CH3:25])[CH3:24])=[O:21])[N:6]=1. The yield is 0.670. (9) The reactants are [S:1]1[CH:5]=[CH:4][CH:3]=[C:2]1[C:6](Cl)=[O:7].[CH2:9]([N:16]1[C:25]2[C:20](=[CH:21][C:22]([F:26])=[CH:23][CH:24]=2)[C:19]([N:27]2[CH2:32][CH2:31][NH:30][CH2:29][CH2:28]2)=[C:18]([C:33]#[N:34])[C:17]1=[O:35])[C:10]1[CH:15]=[CH:14][CH:13]=[CH:12][CH:11]=1. The catalyst is N1C=CC=CC=1. The product is [CH2:9]([N:16]1[C:25]2[C:20](=[CH:21][C:22]([F:26])=[CH:23][CH:24]=2)[C:19]([N:27]2[CH2:32][CH2:31][N:30]([C:6]([C:2]3[S:1][CH:5]=[CH:4][CH:3]=3)=[O:7])[CH2:29][CH2:28]2)=[C:18]([C:33]#[N:34])[C:17]1=[O:35])[C:10]1[CH:15]=[CH:14][CH:13]=[CH:12][CH:11]=1. The yield is 0.760.